From a dataset of Full USPTO retrosynthesis dataset with 1.9M reactions from patents (1976-2016). Predict the reactants needed to synthesize the given product. (1) Given the product [F:1][C:2]1[CH:7]=[C:6]([O:8][CH2:9][O:10][CH3:11])[CH:5]=[CH:4][C:3]=1[NH2:12], predict the reactants needed to synthesize it. The reactants are: [F:1][C:2]1[CH:7]=[C:6]([O:8][CH2:9][O:10][CH3:11])[CH:5]=[CH:4][C:3]=1[N+:12]([O-])=O.[H][H]. (2) Given the product [OH:40][C:34]1[CH:35]=[CH:36][C:37]([CH3:39])=[CH:38][C:33]=1[NH:32][C:17]([C:14]1[C:13]([O:20][CH3:21])=[CH:12][C:11]2[C:10]3[C:5](=[CH:6][C:7]([C:22]([NH:41][C:46]4[CH:45]=[C:44]([CH3:49])[CH:43]=[CH:42][C:55]=4[OH:54])=[O:23])=[CH:8][CH:9]=3)[C:4]([CH2:25][CH2:26][CH3:27])([CH2:1][CH2:2][CH3:3])[C:16]=2[CH:15]=1)=[O:19], predict the reactants needed to synthesize it. The reactants are: [CH2:1]([C:4]1([CH2:25][CH2:26][CH3:27])[C:16]2[CH:15]=[C:14]([C:17]([OH:19])=O)[C:13]([O:20][CH3:21])=[CH:12][C:11]=2[C:10]2[C:5]1=[CH:6][C:7]([C:22](O)=[O:23])=[CH:8][CH:9]=2)[CH2:2][CH3:3].S(Cl)(Cl)=O.[NH2:32][C:33]1[CH:38]=[C:37]([CH3:39])[CH:36]=[CH:35][C:34]=1[OH:40].[NH:41]1[CH2:46][CH2:45][CH2:44][CH2:43][CH2:42]1.[Cl-].[NH+]1C=CC=C[CH:49]=1.[O:54]1CCOC[CH2:55]1.